Dataset: Merck oncology drug combination screen with 23,052 pairs across 39 cell lines. Task: Regression. Given two drug SMILES strings and cell line genomic features, predict the synergy score measuring deviation from expected non-interaction effect. (1) Drug 1: CC(C)CC(NC(=O)C(Cc1ccccc1)NC(=O)c1cnccn1)B(O)O. Drug 2: CCC1(O)C(=O)OCc2c1cc1n(c2=O)Cc2cc3c(CN(C)C)c(O)ccc3nc2-1. Cell line: SW620. Synergy scores: synergy=7.75. (2) Drug 1: COc1cccc2c1C(=O)c1c(O)c3c(c(O)c1C2=O)CC(O)(C(=O)CO)CC3OC1CC(N)C(O)C(C)O1. Drug 2: O=C(NOCC(O)CO)c1ccc(F)c(F)c1Nc1ccc(I)cc1F. Cell line: SW837. Synergy scores: synergy=13.2. (3) Synergy scores: synergy=-0.275. Cell line: LOVO. Drug 1: CN(Cc1cnc2nc(N)nc(N)c2n1)c1ccc(C(=O)NC(CCC(=O)O)C(=O)O)cc1. Drug 2: CC(C)CC(NC(=O)C(Cc1ccccc1)NC(=O)c1cnccn1)B(O)O. (4) Drug 1: O=S1(=O)NC2(CN1CC(F)(F)F)C1CCC2Cc2cc(C=CCN3CCC(C(F)(F)F)CC3)ccc2C1. Drug 2: CS(=O)(=O)CCNCc1ccc(-c2ccc3ncnc(Nc4ccc(OCc5cccc(F)c5)c(Cl)c4)c3c2)o1. Cell line: KPL1. Synergy scores: synergy=19.0.